Dataset: Full USPTO retrosynthesis dataset with 1.9M reactions from patents (1976-2016). Task: Predict the reactants needed to synthesize the given product. (1) The reactants are: [Si:1]([O:8][CH2:9][CH2:10][CH2:11][C:12]1[CH:17]=[CH:16][C:15]([CH2:18][CH:19]([C:35]#[N:36])[C:20]([N:22]([CH:32]2[CH2:34][CH2:33]2)[CH2:23][C:24]2[CH:29]=[CH:28][CH:27]=[C:26]([Cl:30])[C:25]=2[Cl:31])=[O:21])=[CH:14][CH:13]=1)([C:4]([CH3:7])([CH3:6])[CH3:5])([CH3:3])[CH3:2].[CH3:37][Si]([N-][Si](C)(C)C)(C)C.[K+].IC. Given the product [Si:1]([O:8][CH2:9][CH2:10][CH2:11][C:12]1[CH:17]=[CH:16][C:15]([CH2:18][C:19]([C:35]#[N:36])([CH3:37])[C:20]([N:22]([CH:32]2[CH2:34][CH2:33]2)[CH2:23][C:24]2[CH:29]=[CH:28][CH:27]=[C:26]([Cl:30])[C:25]=2[Cl:31])=[O:21])=[CH:14][CH:13]=1)([C:4]([CH3:7])([CH3:6])[CH3:5])([CH3:3])[CH3:2], predict the reactants needed to synthesize it. (2) The reactants are: [Cl:1][C:2]1[CH:18]=[CH:17][C:5]2[CH2:6][CH2:7][N:8]([C:11](=[O:16])[C:12]([F:15])([F:14])[F:13])[CH2:9][CH2:10][C:4]=2[C:3]=1OS(C(F)(F)F)(=O)=O.C1C=CC(P(C2C(C3C(P(C4C=CC=CC=4)C4C=CC=CC=4)=CC=C4C=3C=CC=C4)=C3C(C=CC=C3)=CC=2)C2C=CC=CC=2)=CC=1.[CH3:73][C:74]([CH3:87])([CH3:86])[CH2:75][C:76]([C:78]1[CH:85]=[CH:84][C:81]([CH2:82][NH2:83])=[CH:80][CH:79]=1)=[O:77].C(=O)([O-])[O-].[Cs+].[Cs+]. Given the product [Cl:1][C:2]1[CH:18]=[CH:17][C:5]2[CH2:6][CH2:7][N:8]([C:11](=[O:16])[C:12]([F:15])([F:14])[F:13])[CH2:9][CH2:10][C:4]=2[C:3]=1[NH:83][CH2:82][C:81]1[CH:84]=[CH:85][C:78]([C:76](=[O:77])[CH2:75][C:74]([CH3:86])([CH3:73])[CH3:87])=[CH:79][CH:80]=1, predict the reactants needed to synthesize it. (3) The reactants are: [K+].[C:2]([O:8][CH2:9][CH3:10])(=[O:7])[CH2:3][C:4]([O-:6])=O.[Mg+2].[Cl-].[Cl-].C(N1C=CN=C1)(N1C=CN=C1)=O.[O:26]1[CH2:31][CH2:30][CH:29](C(O)=O)[CH2:28][CH2:27]1. Given the product [O:6]=[C:4]([CH:29]1[CH2:30][CH2:31][O:26][CH2:27][CH2:28]1)[CH2:3][C:2]([O:8][CH2:9][CH3:10])=[O:7], predict the reactants needed to synthesize it.